This data is from CYP2D6 inhibition data for predicting drug metabolism from PubChem BioAssay. The task is: Regression/Classification. Given a drug SMILES string, predict its absorption, distribution, metabolism, or excretion properties. Task type varies by dataset: regression for continuous measurements (e.g., permeability, clearance, half-life) or binary classification for categorical outcomes (e.g., BBB penetration, CYP inhibition). Dataset: cyp2d6_veith. (1) The drug is Cc1noc(C)c1C(=O)N1CCC2(CC1)CCN(c1ncccn1)CC2. The result is 0 (non-inhibitor). (2) The drug is Nc1cc(S(N)(=O)=O)ccc1SSc1ccc(S(N)(=O)=O)cc1N. The result is 0 (non-inhibitor). (3) The molecule is COC(=O)c1nc(NC(=O)c2ccccc2)n[nH]1. The result is 0 (non-inhibitor). (4) The compound is COc1ccc(C[C@H](O)CN2CCOCC2)cc1. The result is 1 (inhibitor).